Predict the product of the given reaction. From a dataset of Forward reaction prediction with 1.9M reactions from USPTO patents (1976-2016). (1) Given the reactants [N:1]1([C:10]2[N:15]=[C:14]([NH:16][C@H:17]3[CH2:22][CH2:21][O:20][CH2:19][C@H:18]3[CH3:23])[C:13]([N+:24]([O-])=O)=[CH:12][N:11]=2)[C:5]2[CH:6]=[CH:7][CH:8]=[CH:9][C:4]=2[N:3]=[CH:2]1.S(S([O-])=O)([O-])=O.[Na+].[Na+].C(=O)(O)[O-].[Na+].CO, predict the reaction product. The product is: [N:1]1([C:10]2[N:15]=[C:14]([NH:16][C@H:17]3[CH2:22][CH2:21][O:20][CH2:19][C@H:18]3[CH3:23])[C:13]([NH2:24])=[CH:12][N:11]=2)[C:5]2[CH:6]=[CH:7][CH:8]=[CH:9][C:4]=2[N:3]=[CH:2]1. (2) The product is: [CH3:1][C:2]1[C:3]([CH2:8][N:9]([CH2:14][C:15]2[C:20]([CH3:21])=[CH:19][CH:18]=[CH:17][N:16]=2)[CH2:10][CH2:11][CH2:12][NH:13][C:27]([NH2:26])=[O:28])=[N:4][CH:5]=[CH:6][CH:7]=1. Given the reactants [CH3:1][C:2]1[C:3]([CH2:8][N:9]([CH2:14][C:15]2[C:20]([CH3:21])=[CH:19][CH:18]=[CH:17][N:16]=2)[CH2:10][CH2:11][CH2:12][NH2:13])=[N:4][CH:5]=[CH:6][CH:7]=1.C[Si]([N:26]=[C:27]=[O:28])(C)C, predict the reaction product. (3) Given the reactants [CH3:1][C:2]([CH3:5])=[C:3]=[O:4].[C:6]1([CH2:12][CH:13]=[O:14])[CH:11]=[CH:10][CH:9]=[CH:8][CH:7]=1.C([O-])(O)=O.[Na+], predict the reaction product. The product is: [CH2:12]([CH:13]1[O:14][C:3](=[O:4])[C:2]1([CH3:5])[CH3:1])[C:6]1[CH:11]=[CH:10][CH:9]=[CH:8][CH:7]=1. (4) Given the reactants [Cl:1][CH2:2][CH2:3][C:4]1[CH:5]=[C:6]([CH:10]=[CH:11][CH:12]=1)[C:7](Cl)=[O:8].[O:13]([CH2:21][C:22]1[CH:23]=[C:24]([CH:27]=[CH:28][CH:29]=1)[CH2:25][NH2:26])[Si:14]([C:17]([CH3:20])([CH3:19])[CH3:18])([CH3:16])[CH3:15].C(N(CC)CC)C, predict the reaction product. The product is: [Cl:1][CH2:2][CH2:3][C:4]1[CH:5]=[C:6]([CH:10]=[CH:11][CH:12]=1)[C:7]([NH:26][CH2:25][C:24]1[CH:27]=[CH:28][CH:29]=[C:22]([CH2:21][O:13][Si:14]([C:17]([CH3:20])([CH3:19])[CH3:18])([CH3:15])[CH3:16])[CH:23]=1)=[O:8]. (5) Given the reactants [NH2:1][C:2]1[CH:7]=[CH:6][CH:5]=[CH:4][CH:3]=1.[N+:8]([C:11]1[C:12](Cl)=[CH:13][CH:14]=[C:15]2[C:20]=1[N:19]=[CH:18][CH:17]=[CH:16]2)([O-:10])=[O:9], predict the reaction product. The product is: [N+:8]([C:11]1[C:12]([NH:1][C:2]2[CH:7]=[CH:6][CH:5]=[CH:4][CH:3]=2)=[CH:13][CH:14]=[C:15]2[C:20]=1[N:19]=[CH:18][CH:17]=[CH:16]2)([O-:10])=[O:9]. (6) The product is: [F:1][C:2]1[CH:3]=[C:4]([N+:9]([O-:11])=[O:10])[CH:5]=[CH:6][C:7]=1[N:15]1[CH2:16][CH2:17][O:18][CH2:19][C:14]1([CH3:20])[CH3:13]. Given the reactants [F:1][C:2]1[CH:3]=[C:4]([N+:9]([O-:11])=[O:10])[CH:5]=[CH:6][C:7]=1F.Cl.[CH3:13][C:14]1([CH3:20])[CH2:19][O:18][CH2:17][CH2:16][NH:15]1.C(=O)([O-])[O-].[K+].[K+], predict the reaction product. (7) Given the reactants [CH3:1][O:2][C:3]1[CH:8]=[CH:7][C:6]([NH:9][C:10]2[C:11]([NH2:16])=[CH:12][CH:13]=[CH:14][CH:15]=2)=[CH:5][CH:4]=1.[S:17](N)(N)(=[O:19])=[O:18], predict the reaction product. The product is: [CH3:1][O:2][C:3]1[CH:4]=[CH:5][C:6]([N:9]2[C:10]3[CH:15]=[CH:14][CH:13]=[CH:12][C:11]=3[NH:16][S:17]2(=[O:19])=[O:18])=[CH:7][CH:8]=1.